This data is from Reaction yield outcomes from USPTO patents with 853,638 reactions. The task is: Predict the reaction yield, written as a fraction of the theoretical maximum amount of product (1.0 means a 100% yield; for example, 0.34 means a 34% yield). (1) The reactants are [Cl:1][C:2]1[CH:6]=[C:5]([C:7](O)=[O:8])[N:4]([CH3:10])[N:3]=1.O1CCCC1.C(Cl)(=O)C(Cl)=O.[NH2:22][C:23]1[CH:24]=[C:25]([CH:42]=[CH:43][C:44]=1[CH3:45])[O:26][C:27]1[CH:28]=[CH:29][C:30]2[N:31]([CH:33]=[C:34]([NH:36][C:37]([CH:39]3[CH2:41][CH2:40]3)=[O:38])[N:35]=2)[N:32]=1. The catalyst is CN(C)C=O.CN(C)C(=O)C. The product is [Cl:1][C:2]1[CH:6]=[C:5]([C:7]([NH:22][C:23]2[CH:24]=[C:25]([O:26][C:27]3[CH:28]=[CH:29][C:30]4[N:31]([CH:33]=[C:34]([NH:36][C:37]([CH:39]5[CH2:40][CH2:41]5)=[O:38])[N:35]=4)[N:32]=3)[CH:42]=[CH:43][C:44]=2[CH3:45])=[O:8])[N:4]([CH3:10])[N:3]=1. The yield is 0.740. (2) The reactants are [Cl:1][C:2]1[CH:3]=[C:4]([CH:40]=[CH:41][C:42]=1[O:43][CH:44]([CH3:46])[CH3:45])[C:5]([NH:7][C@@H:8]([CH2:21][C:22]1[CH:27]=[CH:26][C:25]([C:28]2[N:29]=[C:30]3[C:35]([CH:36]([OH:38])[CH3:37])=[CH:34][CH:33]=[CH:32][N:31]3[CH:39]=2)=[CH:24][CH:23]=1)[CH2:9][N:10]1C(=O)C2C(=CC=CC=2)C1=O)=[O:6].O.NN. The catalyst is C(O)C. The product is [NH2:10][CH2:9][C@@H:8]([NH:7][C:5](=[O:6])[C:4]1[CH:40]=[CH:41][C:42]([O:43][CH:44]([CH3:45])[CH3:46])=[C:2]([Cl:1])[CH:3]=1)[CH2:21][C:22]1[CH:27]=[CH:26][C:25]([C:28]2[N:29]=[C:30]3[C:35]([CH:36]([OH:38])[CH3:37])=[CH:34][CH:33]=[CH:32][N:31]3[CH:39]=2)=[CH:24][CH:23]=1. The yield is 1.00. (3) The reactants are Cl.C(O)C.[F:5][C:6]([F:41])([F:40])[C:7]([C:16]1[CH:21]=[CH:20][C:19]([O:22][CH2:23][CH2:24][CH2:25][CH2:26][N:27]2[C:31](=[O:32])[C:30]([CH3:34])([CH3:33])[N:29]([CH3:35])[C:28]2=[O:36])=[C:18]([CH2:37][CH2:38][CH3:39])[CH:17]=1)([O:12]COC)[C:8]([F:11])([F:10])[F:9]. No catalyst specified. The product is [F:41][C:6]([F:5])([F:40])[C:7]([C:16]1[CH:21]=[CH:20][C:19]([O:22][CH2:23][CH2:24][CH2:25][CH2:26][N:27]2[C:31](=[O:32])[C:30]([CH3:33])([CH3:34])[N:29]([CH3:35])[C:28]2=[O:36])=[C:18]([CH2:37][CH2:38][CH3:39])[CH:17]=1)([OH:12])[C:8]([F:11])([F:10])[F:9]. The yield is 0.820. (4) The reactants are [CH:1](N(CC)C(C)C)(C)[CH3:2].[NH:10]1[CH2:15][CH2:14][CH2:13][CH:12]([C:16]2[CH:21]=[CH:20][C:19]([NH:22][C:23]3[N:28]=[C:27]([CH2:29][CH2:30][C:31]4[C:36]([CH2:37][C:38]([NH2:40])=[O:39])=[CH:35][CH:34]=[CH:33][N:32]=4)[C:26]([C:41]([F:44])([F:43])[F:42])=[CH:25][N:24]=3)=[CH:18][CH:17]=2)[CH2:11]1.BrCC. The catalyst is CN(C=O)C. The product is [CH2:1]([N:10]1[CH2:15][CH2:14][CH2:13][CH:12]([C:16]2[CH:21]=[CH:20][C:19]([NH:22][C:23]3[N:28]=[C:27]([CH2:29][CH2:30][C:31]4[C:36]([CH2:37][C:38]([NH2:40])=[O:39])=[CH:35][CH:34]=[CH:33][N:32]=4)[C:26]([C:41]([F:42])([F:44])[F:43])=[CH:25][N:24]=3)=[CH:18][CH:17]=2)[CH2:11]1)[CH3:2]. The yield is 0.360. (5) The reactants are [NH2:1][C:2]1[CH:7]=[CH:6][CH:5]=[CH:4][N:3]=1.[F:8][C:9]([F:16])([F:15])[C:10]([O:12]CC)=O.[Cl:17][C:18]1[CH:23]=[CH:22][C:21]([CH2:24]Cl)=[CH:20][N:19]=1.C(=O)([O-])[O-].[K+].[K+]. The catalyst is CN(C)C=O.C1(C)C=CC=CC=1.O.CO. The product is [Cl:17][C:18]1[N:19]=[CH:20][C:21]([CH2:24][N:3]2[CH:4]=[CH:5][CH:6]=[CH:7][C:2]2=[N:1][C:10](=[O:12])[C:9]([F:8])([F:15])[F:16])=[CH:22][CH:23]=1. The yield is 0.759. (6) The reactants are Br[C:2]1[N:7]=[C:6]([NH:8][C:9]([C:11]2[CH:15]=[C:14]([C:16]3[CH:21]=[CH:20][C:19]([F:22])=[CH:18][CH:17]=3)[N:13]([CH:23]3[CH2:28][CH2:27][CH2:26][CH2:25][O:24]3)[N:12]=2)=[O:10])[CH:5]=[CH:4][CH:3]=1. The catalyst is C(N)C1C=CC=CC=1. The product is [CH2:14]([NH:13][C:2]1[N:7]=[C:6]([NH:8][C:9]([C:11]2[CH:15]=[C:14]([C:16]3[CH:21]=[CH:20][C:19]([F:22])=[CH:18][CH:17]=3)[N:13]([CH:23]3[CH2:28][CH2:27][CH2:26][CH2:25][O:24]3)[N:12]=2)=[O:10])[CH:5]=[CH:4][CH:3]=1)[C:16]1[CH:21]=[CH:20][CH:19]=[CH:18][CH:17]=1. The yield is 0.840.